From a dataset of Forward reaction prediction with 1.9M reactions from USPTO patents (1976-2016). Predict the product of the given reaction. (1) Given the reactants [Cl:1][C:2]1[CH:8]=[CH:7][CH:6]=[C:5]([CH3:9])[C:3]=1[NH2:4].N1C=CC=CC=1.[Cl:16][CH2:17][C:18](Cl)=[O:19].Cl, predict the reaction product. The product is: [Cl:16][CH2:17][C:18]([NH:4][C:3]1[C:5]([CH3:9])=[CH:6][CH:7]=[CH:8][C:2]=1[Cl:1])=[O:19]. (2) Given the reactants [C:1]([O:4][C@H:5]1[C@H:10]([O:11][C:12](=[O:14])[CH3:13])[C@@H:9]([O:15][C:16](=[O:18])[CH3:17])[C@H:8]([C:19]2[CH:24]=[CH:23][C:22]([C:25]#[N:26])=[C:21]([CH2:27][C:28]3[CH:33]=[CH:32][C:31]([O:34][CH2:35][CH2:36][O:37][Si](C(C)(C)C)(C)C)=[CH:30][CH:29]=3)[CH:20]=2)[O:7][C@@H:6]1[CH2:45][O:46][C:47](=[O:49])[CH3:48])(=[O:3])[CH3:2].C(O)(=O)C.O.C(=O)(O)[O-].[Na+], predict the reaction product. The product is: [C:1]([O:4][C@H:5]1[C@H:10]([O:11][C:12](=[O:14])[CH3:13])[C@@H:9]([O:15][C:16](=[O:18])[CH3:17])[C@H:8]([C:19]2[CH:24]=[CH:23][C:22]([C:25]#[N:26])=[C:21]([CH2:27][C:28]3[CH:29]=[CH:30][C:31]([O:34][CH2:35][CH2:36][OH:37])=[CH:32][CH:33]=3)[CH:20]=2)[O:7][C@@H:6]1[CH2:45][O:46][C:47](=[O:49])[CH3:48])(=[O:3])[CH3:2]. (3) Given the reactants [O:1]=[C:2]1[NH:6][C@H:5]([CH2:7][N:8]2[C:16]3[C:11](=[CH:12][CH:13]=[CH:14][CH:15]=3)[C:10]3([CH2:20][O:19][C:18]4[CH:21]=[C:22]5[C:26](=[CH:27][C:17]3=4)[CH2:25][CH2:24][O:23]5)[C:9]2=[O:28])[CH2:4][CH2:3]1.[H-].[Na+].I[CH3:32], predict the reaction product. The product is: [CH3:32][N:6]1[C:2](=[O:1])[CH2:3][CH2:4][C@H:5]1[CH2:7][N:8]1[C:16]2[C:11](=[CH:12][CH:13]=[CH:14][CH:15]=2)[C:10]2([CH2:20][O:19][C:18]3[CH:21]=[C:22]4[C:26](=[CH:27][C:17]2=3)[CH2:25][CH2:24][O:23]4)[C:9]1=[O:28]. (4) Given the reactants C(OCC1C2C(=CN=C(C([NH:21][OH:22])=O)C=2)N(CC2C=CC(F)=CC=2F)C=1)C1C=CC=CC=1.ClC1C=C(F)C=CC=1OCC1C2C=NC(C(OCC)=O)=CC=2N(CC)C=1.[Cl:58][C:59]1[C:60]([OH:83])=[C:61]([CH:79]=[C:80]([F:82])[CH:81]=1)[CH2:62][C:63]1[C:67]2[CH:68]=[N:69][C:70]([C:72](OCC)=[O:73])=[CH:71][C:66]=2[N:65]([CH2:77][CH3:78])[CH:64]=1, predict the reaction product. The product is: [Cl:58][C:59]1[C:60]([OH:83])=[C:61]([CH:79]=[C:80]([F:82])[CH:81]=1)[CH2:62][C:63]1[C:67]2[CH:68]=[N:69][C:70]([C:72]([NH:21][OH:22])=[O:73])=[CH:71][C:66]=2[N:65]([CH2:77][CH3:78])[CH:64]=1. (5) The product is: [ClH:1].[ClH:28].[Cl:28][C:29]1[CH:34]=[C:33]([C:2]2[N:3]=[C:4]3[C:9](=[CH:10][CH:11]=2)[N:8]=[CH:7][C:6]([C:12](=[O:14])[CH3:13])=[C:5]3[NH:15][C@H:16]2[CH2:21][CH2:20][C@H:19]([CH2:22][N:23]3[CH2:24][CH2:25][CH2:26][CH2:27]3)[CH2:18][CH2:17]2)[CH:32]=[C:31]([Cl:44])[C:30]=1[OH:45]. Given the reactants [Cl:1][C:2]1[N:3]=[C:4]2[C:9](=[CH:10][CH:11]=1)[N:8]=[CH:7][C:6]([C:12](=[O:14])[CH3:13])=[C:5]2[NH:15][C@H:16]1[CH2:21][CH2:20][C@H:19]([CH2:22][N:23]2[CH2:27][CH2:26][CH2:25][CH2:24]2)[CH2:18][CH2:17]1.[Cl:28][C:29]1[CH:34]=[C:33](B2OC(C)(C)C(C)(C)O2)[CH:32]=[C:31]([Cl:44])[C:30]=1[OH:45].C1(N)C(F)=C(F)C(F)=C(N)C=1F.Cl.Cl, predict the reaction product. (6) Given the reactants [NH2:1][CH2:2][C@@H:3]1[CH2:8][CH2:7][CH2:6][CH2:5][N:4]1[C:9](OC(C)(C)C)=O.Cl[C:17]1[C:22]([C:23]2[N:28]=[CH:27][N:26]=[C:25]([O:29][C:30]3[C:35]4[N:36]=[C:37]([NH2:39])[S:38][C:34]=4[CH:33]=[CH:32][CH:31]=3)[CH:24]=2)=[CH:21][CH:20]=[C:19]([C:40]([F:43])([F:42])[F:41])[N:18]=1, predict the reaction product. The product is: [CH2:9]([N:4]1[CH2:5][CH2:6][CH2:7][CH2:8][C@H:3]1[CH2:2][NH:1][C:17]1[C:22]([C:23]2[N:28]=[CH:27][N:26]=[C:25]([O:29][C:30]3[C:35]4[N:36]=[C:37]([NH:39][C:25](=[O:29])[CH3:24])[S:38][C:34]=4[CH:33]=[CH:32][CH:31]=3)[CH:24]=2)=[CH:21][CH:20]=[C:19]([C:40]([F:43])([F:42])[F:41])[N:18]=1)[CH:19]([CH3:40])[CH3:20]. (7) Given the reactants [Br:1][C:2]1[CH:3]=[C:4]2[CH:11]=[CH:10][NH:9][C:5]2=[N+:6]([O-])[CH:7]=1.CS(Cl)(=O)=O.[Cl-:17].[Na+].[H-].[Na+].Cl[CH2:22][O:23][CH2:24][CH2:25][Si:26]([CH3:29])([CH3:28])[CH3:27], predict the reaction product. The product is: [Br:1][C:2]1[C:3]([Cl:17])=[C:4]2[CH:11]=[CH:10][N:9]([CH2:22][O:23][CH2:24][CH2:25][Si:26]([CH3:29])([CH3:28])[CH3:27])[C:5]2=[N:6][CH:7]=1. (8) Given the reactants [F:1][C:2]([F:28])([F:27])[C:3]1[CH:8]=[CH:7][C:6]([C:9]2[C:10]([C:15]([NH:17][C:18]3[CH:19]=[C:20]([C:24]([OH:26])=O)[N:21]([CH3:23])[CH:22]=3)=[O:16])=[CH:11][CH:12]=[CH:13][CH:14]=2)=[CH:5][CH:4]=1.[CH3:29][C:30]1[CH:35]=[CH:34][C:33]([CH:36]2[CH2:41][CH2:40][N:39]([C:42]3[CH:49]=[CH:48][C:45]([CH2:46][NH2:47])=[CH:44][CH:43]=3)[CH2:38][CH2:37]2)=[CH:32][CH:31]=1.CN(C(ON1N=NC2C=CC=CC1=2)=[N+](C)C)C.[B-](F)(F)(F)F.C(N(CC)CC)C, predict the reaction product. The product is: [CH3:29][C:30]1[CH:31]=[CH:32][C:33]([CH:36]2[CH2:37][CH2:38][N:39]([C:42]3[CH:43]=[CH:44][C:45]([CH2:46][NH:47][C:24]([C:20]4[N:21]([CH3:23])[CH:22]=[C:18]([NH:17][C:15]([C:10]5[C:9]([C:6]6[CH:5]=[CH:4][C:3]([C:2]([F:28])([F:27])[F:1])=[CH:8][CH:7]=6)=[CH:14][CH:13]=[CH:12][CH:11]=5)=[O:16])[CH:19]=4)=[O:26])=[CH:48][CH:49]=3)[CH2:40][CH2:41]2)=[CH:34][CH:35]=1. (9) Given the reactants [Cl:1][C:2]1[CH:3]=[C:4]([CH:7]=[CH:8][C:9]=1[Cl:10])[CH2:5][NH2:6].Cl.[CH:12]1([C:18](=[NH:22])OCC)[CH2:17][CH2:16][CH2:15][CH2:14][CH2:13]1.C(N(CC)C(C)C)(C)C.[C:32](OCC)(=[O:39])[CH2:33][C:34](OCC)=[O:35].C[O-].[Na+].Cl, predict the reaction product. The product is: [CH:12]1([C:18]2[N:6]([CH2:5][C:4]3[CH:7]=[CH:8][C:9]([Cl:10])=[C:2]([Cl:1])[CH:3]=3)[C:34](=[O:35])[CH:33]=[C:32]([OH:39])[N:22]=2)[CH2:13][CH2:14][CH2:15][CH2:16][CH2:17]1.